From a dataset of Forward reaction prediction with 1.9M reactions from USPTO patents (1976-2016). Predict the product of the given reaction. The product is: [CH2:35]([C:38]1[CH:43]=[C:42]([F:44])[CH:41]=[CH:40][C:39]=1[CH2:45][O:46][CH2:20][C:18]1[CH:19]=[C:15]2[N:14]=[C:13]([CH3:22])[C:12]([C@H:23]([O:29][C:30]([CH3:33])([CH3:32])[CH3:31])[C:24]([O:26][CH2:27][CH3:28])=[O:25])=[C:11]([N:8]3[CH2:9][CH2:10][C:5]([O:4][CH2:1][CH:2]=[CH2:3])([CH3:34])[CH2:6][CH2:7]3)[N:16]2[N:17]=1)[CH:36]=[CH2:37]. Given the reactants [CH2:1]([O:4][C:5]1([CH3:34])[CH2:10][CH2:9][N:8]([C:11]2[N:16]3[N:17]=[C:18]([CH2:20]I)[CH:19]=[C:15]3[N:14]=[C:13]([CH3:22])[C:12]=2[C@H:23]([O:29][C:30]([CH3:33])([CH3:32])[CH3:31])[C:24]([O:26][CH2:27][CH3:28])=[O:25])[CH2:7][CH2:6]1)[CH:2]=[CH2:3].[CH2:35]([C:38]1[CH:43]=[C:42]([F:44])[CH:41]=[CH:40][C:39]=1[CH2:45][OH:46])[CH:36]=[CH2:37].[H-].[Na+], predict the reaction product.